The task is: Predict the product of the given reaction.. This data is from Forward reaction prediction with 1.9M reactions from USPTO patents (1976-2016). (1) The product is: [C:10]([C:9]1[CH:12]=[CH:13][C:6]([NH:5][C:16](=[O:15])[C:17]2[CH:22]=[CH:21][C:20]([CH3:23])=[C:19]([NH:24][C:25]3[S:26][CH:27]=[C:28]([C:30]4[CH:35]=[CH:34][N:33]=[CH:32][CH:31]=4)[N:29]=3)[CH:18]=2)=[CH:7][CH:8]=1)#[N:11]. Given the reactants C[Al](C)C.[NH2:5][C:6]1[CH:13]=[CH:12][C:9]([C:10]#[N:11])=[CH:8][CH:7]=1.C[O:15][C:16](=O)[C:17]1[CH:22]=[CH:21][C:20]([CH3:23])=[C:19]([NH:24][C:25]2[S:26][CH:27]=[C:28]([C:30]3[CH:35]=[CH:34][N:33]=[CH:32][CH:31]=3)[N:29]=2)[CH:18]=1, predict the reaction product. (2) Given the reactants [CH2:1]([O:3][C:4]([C:6]1[CH:11]=[CH:10][C:9]([N:12]2[CH2:17][CH2:16][C:15](=O)[CH2:14][CH2:13]2)=[CH:8][CH:7]=1)=[O:5])[CH3:2].[OH:19][C@@H:20]([CH2:33][NH2:34])[CH2:21][O:22][C:23]1[C:31]2[NH:30][C:29](=[O:32])[NH:28][C:27]=2[CH:26]=[CH:25][CH:24]=1.C(O)(=O)C, predict the reaction product. The product is: [CH2:1]([O:3][C:4](=[O:5])[C:6]1[CH:11]=[CH:10][C:9]([N:12]2[CH2:17][CH2:16][CH:15]([NH:34][CH2:33][C@H:20]([OH:19])[CH2:21][O:22][C:23]3[C:31]4[NH:30][C:29](=[O:32])[NH:28][C:27]=4[CH:26]=[CH:25][CH:24]=3)[CH2:14][CH2:13]2)=[CH:8][CH:7]=1)[CH3:2]. (3) Given the reactants C([O:3][C:4](=[O:25])[C@@H:5]([O:22][CH2:23][CH3:24])[CH2:6][C:7]1[CH:12]=[CH:11][C:10]([O:13][CH2:14][C:15]2[S:16][C:17](Br)=[CH:18][C:19]=2[CH3:20])=[CH:9][CH:8]=1)C.CC1(C)C(C)(C)OB([C:34]2[CH:39]=[CH:38][C:37]([C:40]3[O:41][C:42]([C:45]([F:48])([F:47])[F:46])=[N:43][N:44]=3)=[CH:36][CH:35]=2)O1, predict the reaction product. The product is: [CH2:23]([O:22][C@@H:5]([CH2:6][C:7]1[CH:8]=[CH:9][C:10]([O:13][CH2:14][C:15]2[S:16][C:17]([C:34]3[CH:35]=[CH:36][C:37]([C:40]4[O:41][C:42]([C:45]([F:46])([F:47])[F:48])=[N:43][N:44]=4)=[CH:38][CH:39]=3)=[CH:18][C:19]=2[CH3:20])=[CH:11][CH:12]=1)[C:4]([OH:3])=[O:25])[CH3:24]. (4) Given the reactants [C:1]([C:3]1[C:11]2[C:6](=[CH:7][CH:8]=[CH:9][CH:10]=2)[N:5]([CH2:12]O)[CH:4]=1)#[N:2].S(Cl)([Cl:16])=O, predict the reaction product. The product is: [Cl:16][CH2:12][N:5]1[C:6]2[C:11](=[CH:10][CH:9]=[CH:8][CH:7]=2)[C:3]([C:1]#[N:2])=[CH:4]1. (5) Given the reactants C(OC([N:8]1[CH2:17][CH2:16][C:15]2[C:11](=[C:12](OS(C(F)(F)F)(=O)=O)[N:13]([CH2:18][CH3:19])[N:14]=2)[CH2:10][CH2:9]1)=O)(C)(C)C.[CH3:28][C:29]1[CH:34]=[CH:33][C:32](B(O)O)=[CH:31][CH:30]=1, predict the reaction product. The product is: [CH2:18]([N:13]1[C:12]([C:32]2[CH:33]=[CH:34][C:29]([CH3:28])=[CH:30][CH:31]=2)=[C:11]2[C:15]([CH2:16][CH2:17][NH:8][CH2:9][CH2:10]2)=[N:14]1)[CH3:19]. (6) Given the reactants [CH2:1]([N:8]1[CH2:17][CH2:16][C:15]2[C:14](Cl)=[N:13][C:12]([Cl:19])=[N:11][C:10]=2[CH2:9]1)[C:2]1[CH:7]=[CH:6][CH:5]=[CH:4][CH:3]=1.[C:20]1(B(O)O)[CH:25]=[CH:24][CH:23]=[CH:22][CH:21]=1.C(N(CC)CC)C.C(COC)OC, predict the reaction product. The product is: [CH2:1]([N:8]1[CH2:17][CH2:16][C:15]2[C:14]([C:20]3[CH:25]=[CH:24][CH:23]=[CH:22][CH:21]=3)=[N:13][C:12]([Cl:19])=[N:11][C:10]=2[CH2:9]1)[C:2]1[CH:7]=[CH:6][CH:5]=[CH:4][CH:3]=1. (7) Given the reactants [OH-].[Na+].[CH3:3][O:4][C:5]1[CH:26]=[CH:25][C:8]([CH2:9][N:10]2[CH:14]=[C:13]([C:15]3[S:16][CH:17]=[C:18]([C:20]([O:22]CC)=[O:21])[N:19]=3)[CH:12]=[N:11]2)=[CH:7][CH:6]=1, predict the reaction product. The product is: [CH3:3][O:4][C:5]1[CH:6]=[CH:7][C:8]([CH2:9][N:10]2[CH:14]=[C:13]([C:15]3[S:16][CH:17]=[C:18]([C:20]([OH:22])=[O:21])[N:19]=3)[CH:12]=[N:11]2)=[CH:25][CH:26]=1.